This data is from Retrosynthesis with 50K atom-mapped reactions and 10 reaction types from USPTO. The task is: Predict the reactants needed to synthesize the given product. (1) Given the product CCC(O)(CC)CCS[C@@H](C)C1=CC[C@H]2C3=CC=C4C[C@@H](O)C[C@H](O)[C@]4(C)[C@H]3CC[C@]12C, predict the reactants needed to synthesize it. The reactants are: CCC(O)(CC)CCS[C@@H](C)C1=CC[C@H]2C3=CC=C4C[C@@H](O)C[C@H](O[Si](C)(C)C(C)(C)C)[C@]4(C)[C@H]3CC[C@]12C. (2) Given the product COC(=O)c1ccc(CN(Cc2cc(Br)ccc2OCc2ccccc2)c2ccc(C(=O)OC(C)(C)C)cc2)cc1, predict the reactants needed to synthesize it. The reactants are: CC(C)(C)OC(=O)c1ccc(NCc2cc(Br)ccc2OCc2ccccc2)cc1.COC(=O)c1ccc(CBr)cc1. (3) Given the product O=C(O)C(F)(F)F, predict the reactants needed to synthesize it. The reactants are: CC(C)(C)OC(=O)C1NC(CC(C)(C)c2ccccc2)C(C#N)(c2ccc(Cl)cc2F)C1c1cccc(Cl)c1F. (4) Given the product Fc1cccc(-c2nc3cnn(Cc4ccc(Cl)nc4)cc-3n2)c1F, predict the reactants needed to synthesize it. The reactants are: ClCc1ccc(Cl)nc1.Fc1cccc(-c2nc3cn[nH]cc-3n2)c1F. (5) Given the product CC1CN(S(=O)(=O)c2ccc3ccccc3c2)C(C)CN1C(=O)C1CCN(c2ccncc2)CC1, predict the reactants needed to synthesize it. The reactants are: CC1CN(S(=O)(=O)c2ccc3ccccc3c2)C(C)CN1.O=C(Cl)C1CCN(c2ccncc2)CC1.